This data is from Tox21: 12 toxicity assays (nuclear receptors and stress response pathways). The task is: Binary classification across 12 toxicity assays. (1) The compound is CCOC1Oc2ccc(OS(C)(=O)=O)cc2C1(C)C. It tested positive (active) for: SR-ARE (Antioxidant Response Element (oxidative stress)). (2) The drug is COC(=O)[C@]12CCC(C)(C)C[C@H]1[C@H]1C(=O)C=C3[C@@](C)(CC[C@H]4C(C)(C)C(=O)C(C#N)=C[C@]34C)[C@]1(C)CC2. It tested positive (active) for: NR-ER-LBD (Estrogen Receptor Ligand Binding Domain agonist), SR-ATAD5 (ATAD5 genotoxicity (DNA damage)), and SR-MMP (Mitochondrial Membrane Potential disruption). (3) The compound is C=C1CC[C@H](O)C/C1=C/C=C1\CCC[C@@]2(C)[C@H]1CC[C@@H]2[C@H](C)CC[C@@H](O)C(C)(C)O. It tested positive (active) for: SR-MMP (Mitochondrial Membrane Potential disruption). (4) The drug is N=C(N)c1ccc(OCCCOc2ccc(C(=N)N)cc2)cc1. It tested positive (active) for: SR-ARE (Antioxidant Response Element (oxidative stress)). (5) The compound is C=CCOC(=O)c1ccccc1C(=O)OCC=C. It tested positive (active) for: NR-Aromatase (Aromatase enzyme inhibition). (6) The compound is O=C1O[C@H]([C@@H](O)CO)C(O)=C1O. It tested positive (active) for: NR-ER (Estrogen Receptor agonist activity). (7) The compound is CCCCCCCCCCCSCC(=O)O. It tested positive (active) for: NR-PPAR-gamma (PPAR-gamma nuclear receptor agonist).